Dataset: NCI-60 drug combinations with 297,098 pairs across 59 cell lines. Task: Regression. Given two drug SMILES strings and cell line genomic features, predict the synergy score measuring deviation from expected non-interaction effect. (1) Drug 1: CC1=C2C(C(=O)C3(C(CC4C(C3C(C(C2(C)C)(CC1OC(=O)C(C(C5=CC=CC=C5)NC(=O)OC(C)(C)C)O)O)OC(=O)C6=CC=CC=C6)(CO4)OC(=O)C)OC)C)OC. Drug 2: CNC(=O)C1=CC=CC=C1SC2=CC3=C(C=C2)C(=NN3)C=CC4=CC=CC=N4. Cell line: MDA-MB-231. Synergy scores: CSS=32.2, Synergy_ZIP=2.13, Synergy_Bliss=-0.646, Synergy_Loewe=-25.3, Synergy_HSA=-2.63. (2) Drug 1: COC1=NC(=NC2=C1N=CN2C3C(C(C(O3)CO)O)O)N. Drug 2: CC1=C(N=C(N=C1N)C(CC(=O)N)NCC(C(=O)N)N)C(=O)NC(C(C2=CN=CN2)OC3C(C(C(C(O3)CO)O)O)OC4C(C(C(C(O4)CO)O)OC(=O)N)O)C(=O)NC(C)C(C(C)C(=O)NC(C(C)O)C(=O)NCCC5=NC(=CS5)C6=NC(=CS6)C(=O)NCCC[S+](C)C)O. Cell line: TK-10. Synergy scores: CSS=10.7, Synergy_ZIP=-4.93, Synergy_Bliss=-1.62, Synergy_Loewe=-11.3, Synergy_HSA=0.0256. (3) Synergy scores: CSS=-8.55, Synergy_ZIP=4.40, Synergy_Bliss=0.907, Synergy_Loewe=-7.01, Synergy_HSA=-7.15. Drug 1: CC1=C(C=C(C=C1)NC(=O)C2=CC=C(C=C2)CN3CCN(CC3)C)NC4=NC=CC(=N4)C5=CN=CC=C5. Drug 2: CN(C(=O)NC(C=O)C(C(C(CO)O)O)O)N=O. Cell line: TK-10. (4) Drug 1: CN(C)C1=NC(=NC(=N1)N(C)C)N(C)C. Drug 2: C1CN1P(=S)(N2CC2)N3CC3. Cell line: HS 578T. Synergy scores: CSS=4.43, Synergy_ZIP=-1.35, Synergy_Bliss=-0.240, Synergy_Loewe=-17.3, Synergy_HSA=-6.95. (5) Synergy scores: CSS=4.38, Synergy_ZIP=1.76, Synergy_Bliss=8.24, Synergy_Loewe=-3.03, Synergy_HSA=0.187. Cell line: RPMI-8226. Drug 2: C1=NNC2=C1C(=O)NC=N2. Drug 1: CN(C)N=NC1=C(NC=N1)C(=O)N. (6) Drug 1: CC1=C(C=C(C=C1)NC(=O)C2=CC=C(C=C2)CN3CCN(CC3)C)NC4=NC=CC(=N4)C5=CN=CC=C5. Drug 2: CCC1=C2CN3C(=CC4=C(C3=O)COC(=O)C4(CC)O)C2=NC5=C1C=C(C=C5)O. Cell line: MDA-MB-231. Synergy scores: CSS=12.8, Synergy_ZIP=-3.34, Synergy_Bliss=1.32, Synergy_Loewe=-18.6, Synergy_HSA=-1.49. (7) Drug 1: CC1=C2C(C(=O)C3(C(CC4C(C3C(C(C2(C)C)(CC1OC(=O)C(C(C5=CC=CC=C5)NC(=O)OC(C)(C)C)O)O)OC(=O)C6=CC=CC=C6)(CO4)OC(=O)C)OC)C)OC. Drug 2: CCC1(CC2CC(C3=C(CCN(C2)C1)C4=CC=CC=C4N3)(C5=C(C=C6C(=C5)C78CCN9C7C(C=CC9)(C(C(C8N6C)(C(=O)OC)O)OC(=O)C)CC)OC)C(=O)OC)O.OS(=O)(=O)O. Cell line: OVCAR-5. Synergy scores: CSS=64.1, Synergy_ZIP=7.01, Synergy_Bliss=7.70, Synergy_Loewe=3.43, Synergy_HSA=11.1.